From a dataset of Forward reaction prediction with 1.9M reactions from USPTO patents (1976-2016). Predict the product of the given reaction. (1) Given the reactants [CH3:1][C:2]([C:6]1[CH:11]=[CH:10][C:9]([OH:12])=[CH:8][CH:7]=1)([CH3:5])[CH2:3][CH3:4].[CH3:13][N:14]([CH3:18])[C:15](Cl)=[S:16].C1N2CCN(CC2)C1, predict the reaction product. The product is: [CH3:5][C:2]([C:6]1[CH:7]=[CH:8][C:9]([O:12][C:15](=[S:16])[N:14]([CH3:18])[CH3:13])=[CH:10][CH:11]=1)([CH3:1])[CH2:3][CH3:4]. (2) Given the reactants [Br:1][C:2]1[CH:3]=[C:4]([CH:9]=[C:10]([OH:12])[CH:11]=1)[C:5]([O:7][CH3:8])=[O:6].[O:13]1[CH2:17][CH2:16][CH2:15][C@@H:14]1[CH2:18]O, predict the reaction product. The product is: [Br:1][C:2]1[CH:3]=[C:4]([CH:9]=[C:10]([O:12][CH2:18][C@H:14]2[CH2:15][CH2:16][CH2:17][O:13]2)[CH:11]=1)[C:5]([O:7][CH3:8])=[O:6]. (3) Given the reactants [BH4-].[Na+].[Cl-].[CH2:4]([N+:11]1[CH:16]=[CH:15][C:14]([C:17]([F:20])([F:19])[F:18])=[CH:13][CH:12]=1)[C:5]1[CH:10]=[CH:9][CH:8]=[CH:7][CH:6]=1.O, predict the reaction product. The product is: [CH2:4]([N:11]1[CH2:12][CH:13]=[C:14]([C:17]([F:20])([F:18])[F:19])[CH2:15][CH2:16]1)[C:5]1[CH:6]=[CH:7][CH:8]=[CH:9][CH:10]=1. (4) Given the reactants [CH2:1]([O:8][C:9]1[CH:10]=[C:11]([C:15]([OH:25])([C:19]2[CH:24]=[CH:23][CH:22]=[CH:21][CH:20]=2)[C:16]([OH:18])=[O:17])[CH:12]=[CH:13][CH:14]=1)[C:2]1[CH:7]=[CH:6][CH:5]=[CH:4][CH:3]=1.C(=O)([O-])[O-].[K+].[K+].S(O[CH2:43][CH:44]1[CH2:49][CH2:48][N:47]([C:50]([O:52][C:53]([CH3:56])([CH3:55])[CH3:54])=[O:51])[CH2:46][CH2:45]1)(C1C=CC(C)=CC=1)(=O)=O, predict the reaction product. The product is: [CH2:1]([O:8][C:9]1[CH:10]=[C:11]([C:15]([OH:25])([C:19]2[CH:20]=[CH:21][CH:22]=[CH:23][CH:24]=2)[C:16]([O:18][CH2:43][CH:44]2[CH2:49][CH2:48][N:47]([C:50]([O:52][C:53]([CH3:54])([CH3:56])[CH3:55])=[O:51])[CH2:46][CH2:45]2)=[O:17])[CH:12]=[CH:13][CH:14]=1)[C:2]1[CH:3]=[CH:4][CH:5]=[CH:6][CH:7]=1.